From a dataset of Reaction yield outcomes from USPTO patents with 853,638 reactions. Predict the reaction yield, written as a fraction of the theoretical maximum amount of product (1.0 means a 100% yield; for example, 0.34 means a 34% yield). (1) The reactants are C(O)(=O)C.C(O)(=O)C.[I:9][C:10]1[CH:15]=[CH:14][CH:13]=[CH:12][CH:11]=1.[OH:16][S:17]([C:20]([F:23])([F:22])[F:21])(=[O:19])=[O:18].[CH3:24][Si:25]([CH3:37])([CH3:36])[C:26]1[CH:31]=[CH:30][CH:29]=[CH:28][C:27]=1[Si](C)(C)C. The catalyst is C(Cl)Cl. The product is [O-:19][S:17]([C:20]([F:23])([F:22])[F:21])(=[O:18])=[O:16].[C:10]1([I+:9][C:27]2[CH:28]=[CH:29][CH:30]=[CH:31][C:26]=2[Si:25]([CH3:37])([CH3:36])[CH3:24])[CH:15]=[CH:14][CH:13]=[CH:12][CH:11]=1. The yield is 0.651. (2) The reactants are [NH2:1][C:2]1[C:7]([S:8]([C:11]([F:26])([F:25])[CH:12]2[CH2:17][CH2:16][N:15]([C:18]([O:20][C:21]([CH3:24])([CH3:23])[CH3:22])=[O:19])[CH2:14][CH2:13]2)(=[O:10])=[O:9])=[CH:6][CH:5]=[CH:4][N:3]=1.[CH3:27][C:28]([O-])=O.[Na+].ClCC(OC)OC.Cl. The catalyst is CCO.O. The product is [F:26][C:11]([F:25])([S:8]([C:7]1[C:2]2[N:3]([CH:27]=[CH:28][N:1]=2)[CH:4]=[CH:5][CH:6]=1)(=[O:9])=[O:10])[CH:12]1[CH2:17][CH2:16][N:15]([C:18]([O:20][C:21]([CH3:22])([CH3:23])[CH3:24])=[O:19])[CH2:14][CH2:13]1. The yield is 0.710. (3) The catalyst is O. The reactants are C(=O)([O-])[O-].[Cs+].[Cs+].Br[CH2:8][CH3:9].CN(C=O)C.[Cl:15][C:16]1[N:21]([CH2:22][C:23]2[CH:28]=[CH:27][C:26]([Cl:29])=[CH:25][CH:24]=2)[C:20](=[O:30])[NH:19][C:18](=[O:31])[CH:17]=1. The product is [Cl:15][C:16]1[N:21]([CH2:22][C:23]2[CH:28]=[CH:27][C:26]([Cl:29])=[CH:25][CH:24]=2)[C:20](=[O:30])[N:19]([CH2:8][CH3:9])[C:18](=[O:31])[CH:17]=1. The yield is 0.950.